From a dataset of Peptide-MHC class I binding affinity with 185,985 pairs from IEDB/IMGT. Regression. Given a peptide amino acid sequence and an MHC pseudo amino acid sequence, predict their binding affinity value. This is MHC class I binding data. (1) The peptide sequence is GQFDSMLAK. The MHC is HLA-A26:03 with pseudo-sequence HLA-A26:03. The binding affinity (normalized) is 0.0847. (2) The peptide sequence is RQFYNANVL. The MHC is HLA-B15:03 with pseudo-sequence HLA-B15:03. The binding affinity (normalized) is 1.00. (3) The peptide sequence is ATSGYRIAY. The MHC is HLA-A01:01 with pseudo-sequence HLA-A01:01. The binding affinity (normalized) is 0.609. (4) The peptide sequence is MTTCDFRWY. The MHC is SLA-10701 with pseudo-sequence SLA-10701. The binding affinity (normalized) is 0.220. (5) The peptide sequence is TAFQHQNSKK. The MHC is HLA-A68:01 with pseudo-sequence HLA-A68:01. The binding affinity (normalized) is 0.743.